Dataset: Full USPTO retrosynthesis dataset with 1.9M reactions from patents (1976-2016). Task: Predict the reactants needed to synthesize the given product. (1) Given the product [NH2:52][C:48]1[N:47]=[C:46]([C:45]2[S:44][C:43]([C:53]([CH3:54])([CH3:56])[CH3:55])=[N:42][C:41]=2[C:37]2[C:36]([F:57])=[C:35]([NH:34][S:63]([C:59]3[S:58][CH:62]=[CH:61][CH:60]=3)(=[O:65])=[O:64])[CH:40]=[CH:39][CH:38]=2)[CH:51]=[CH:50][N:49]=1, predict the reactants needed to synthesize it. The reactants are: ClC1N=C(C2SC(C(C)C)=NC=2C2C=C(NS(C3C(F)=CC=CC=3F)(=O)=O)C=CC=2)C=CN=1.[NH2:34][C:35]1[C:36]([F:57])=[C:37]([C:41]2[N:42]=[C:43]([C:53]([CH3:56])([CH3:55])[CH3:54])[S:44][C:45]=2[C:46]2[CH:51]=[CH:50][N:49]=[C:48]([NH2:52])[N:47]=2)[CH:38]=[CH:39][CH:40]=1.[S:58]1[CH:62]=[CH:61][CH:60]=[C:59]1[S:63](Cl)(=[O:65])=[O:64]. (2) Given the product [CH3:12][N:13]([CH:15]=[C:2]([C:3](=[O:4])[CH3:5])[C:1]([O:7][CH2:8][CH3:9])=[O:6])[CH3:14], predict the reactants needed to synthesize it. The reactants are: [C:1]([O:7][CH2:8][CH3:9])(=[O:6])[CH2:2][C:3]([CH3:5])=[O:4].CO[CH:12](OC)[N:13]([CH3:15])[CH3:14].